This data is from Full USPTO retrosynthesis dataset with 1.9M reactions from patents (1976-2016). The task is: Predict the reactants needed to synthesize the given product. (1) Given the product [F:16][C:17]1[CH:18]=[C:19]([CH:22]=[CH:23][CH:24]=1)[CH2:20][O:1][C:2]1[CH:9]=[CH:8][C:5]([CH:6]=[O:7])=[CH:4][CH:3]=1, predict the reactants needed to synthesize it. The reactants are: [OH:1][C:2]1[CH:9]=[CH:8][C:5]([CH:6]=[O:7])=[CH:4][CH:3]=1.C(=O)([O-])[O-].[K+].[K+].[F:16][C:17]1[CH:18]=[C:19]([CH:22]=[CH:23][CH:24]=1)[CH2:20]Br. (2) Given the product [ClH:39].[CH2:19]1[C:18]2[CH:17]=[C:16]([C:20]([O:22][CH3:23])=[O:21])[N:15]=[CH:14][C:13]=2[CH2:12][NH:11]1, predict the reactants needed to synthesize it. The reactants are: CC1C=CC(S([N:11]2[CH2:19][C:18]3[CH:17]=[C:16]([C:20]([O:22][CH2:23]C)=[O:21])[N:15]=[CH:14][C:13]=3[CH2:12]2)(=O)=O)=CC=1.C1(O)C=CC=CC=1.C(OCC)C.S(Cl)([Cl:39])=O.